Dataset: Forward reaction prediction with 1.9M reactions from USPTO patents (1976-2016). Task: Predict the product of the given reaction. (1) Given the reactants [C:1]([O:5][C:6]([C:8]1[CH:13]=[CH:12][C:11]([C:14]2[C:15]([CH3:55])([CH3:54])[C@H:16]3[C@:29]([CH3:32])([CH2:30][CH:31]=2)[C@@H:28]2[C@:19]([CH3:53])([C@@:20]4([CH3:52])[C@H:25]([CH2:26][CH2:27]2)[C@H:24]2[C@H:33]([C:36]([CH2:38][N:39]([CH3:48])[C:40](=[O:47])[CH2:41][CH2:42][C:43]([O:45][CH3:46])=[O:44])=[CH2:37])[CH2:34][CH2:35][C@:23]2([C:49](O)=[O:50])[CH2:22][CH2:21]4)[CH2:18][CH2:17]3)=[CH:10][CH:9]=1)=[O:7])([CH3:4])([CH3:3])[CH3:2].C(Cl)(=O)C(Cl)=O.CCN(C(C)C)C(C)C.Cl.[NH2:72][CH2:73][CH2:74][C:75]([O:77][CH2:78][CH3:79])=[O:76], predict the reaction product. The product is: [CH2:78]([O:77][C:75](=[O:76])[CH2:74][CH2:73][NH:72][C:49]([C@:23]12[CH2:35][CH2:34][C@@H:33]([C:36]([CH2:38][N:39]([CH3:48])[C:40](=[O:47])[CH2:41][CH2:42][C:43]([O:45][CH3:46])=[O:44])=[CH2:37])[C@@H:24]1[C@@H:25]1[C@@:20]([CH3:52])([CH2:21][CH2:22]2)[C@@:19]2([CH3:53])[C@@H:28]([C@:29]3([CH3:32])[C@@H:16]([CH2:17][CH2:18]2)[C:15]([CH3:54])([CH3:55])[C:14]([C:11]2[CH:10]=[CH:9][C:8]([C:6]([O:5][C:1]([CH3:4])([CH3:3])[CH3:2])=[O:7])=[CH:13][CH:12]=2)=[CH:31][CH2:30]3)[CH2:27][CH2:26]1)=[O:50])[CH3:79]. (2) Given the reactants Cl.[CH2:2]([O:9][NH2:10])[C:3]1[CH:8]=[CH:7][CH:6]=[CH:5][CH:4]=1.[CH3:11][O:12][C:13]1[CH:18]=[CH:17][C:16]([S:19](Cl)(=[O:21])=[O:20])=[CH:15][CH:14]=1.C(N(C(C)C)CC)(C)C.S(Cl)(Cl)(=O)=O, predict the reaction product. The product is: [CH2:2]([O:9][NH:10][S:19]([C:16]1[CH:15]=[CH:14][C:13]([O:12][CH3:11])=[CH:18][CH:17]=1)(=[O:21])=[O:20])[C:3]1[CH:8]=[CH:7][CH:6]=[CH:5][CH:4]=1. (3) Given the reactants [CH2:1]([O:3][CH:4]([O:19][CH2:20][CH3:21])[C:5](=[O:18])[C:6]#[C:7][C:8]([CH3:17])([O:10][CH:11]1[CH2:16][CH2:15][CH2:14][CH2:13][O:12]1)[CH3:9])[CH3:2].C1(C2C[S:31][C:30](=[S:33])[S:29]2)C=CC=CC=1, predict the reaction product. The product is: [CH2:1]([O:3][CH:4]([O:19][CH2:20][CH3:21])[C:5]([C:6]1[S:31][C:30](=[S:29])[S:33][C:7]=1[C:8]([O:10][CH:11]1[CH2:16][CH2:15][CH2:14][CH2:13][O:12]1)([CH3:17])[CH3:9])=[O:18])[CH3:2]. (4) The product is: [O:33]=[C:34]1[C:42]2[C:37](=[CH:38][CH:39]=[CH:40][CH:41]=2)[C:36](=[O:43])[N:35]1[CH2:13][CH2:14][N:15]1[CH2:16][CH2:17][CH:18]([C:21]2[CH:22]=[C:23]([NH:27][C:28](=[O:32])[CH:29]([CH3:30])[CH3:31])[CH:24]=[CH:25][CH:26]=2)[CH2:19][CH2:20]1. Given the reactants O=C1C2C(=CC=CC=2)C(=O)N1C[CH2:13][CH2:14][N:15]1[CH2:20][CH2:19][CH:18]([C:21]2[CH:22]=[C:23]([NH:27][C:28](=[O:32])[CH:29]([CH3:31])[CH3:30])[CH:24]=[CH:25][CH:26]=2)[CH2:17][CH2:16]1.[O:33]=[C:34]1[C:42]2[C:37](=[CH:38][CH:39]=[CH:40][CH:41]=2)[C:36](=[O:43])[N:35]1CCCCN1CCC(C2C=C(NC(=O)C(C)C)C=CC=2)CC1.O=C1C2C(=CC=CC=2)C(=O)N1CCCCCN1CCC(C2C=C(NC(=O)C(C)C)C=CC=2)CC1, predict the reaction product.